From a dataset of Forward reaction prediction with 1.9M reactions from USPTO patents (1976-2016). Predict the product of the given reaction. (1) Given the reactants [N:1]1[CH:6]=[CH:5][CH:4]=[CH:3][C:2]=1[C:7]([OH:9])=O.C(N(CC)CC)C.ClC(OCC)=O.Cl.[N:24]([CH2:27][CH2:28]N)=[N+:25]=[N-:26], predict the reaction product. The product is: [N:24]([CH2:27][CH2:28][C:7]([C:2]1[CH:3]=[CH:4][CH:5]=[CH:6][N:1]=1)=[O:9])=[N+:25]=[N-:26]. (2) Given the reactants F[C:2]1([C:18]2[N:19]([CH3:26])[N:20]=[CH:21][C:22]=2[N+:23]([O-])=O)[CH2:8][CH2:7][CH:6]([NH:9][C:10](=[O:16])[O:11][C:12]([CH3:15])([CH3:14])[CH3:13])[CH:5]([OH:17])[CH2:4][CH2:3]1.[H][H].CCN(C(C)C)C(C)C.[Br:38][C:39]1[S:40][C:41]([NH:47][C:48]([O:50][C:51]([CH3:54])([CH3:53])[CH3:52])=[O:49])=[C:42]([C:44](O)=[O:45])[N:43]=1.C1CN([P+](ON2N=NC3C=CC=CC2=3)(N2CCCC2)N2CCCC2)CC1.F[P-](F)(F)(F)(F)F, predict the reaction product. The product is: [Br:38][C:39]1[S:40][C:41]([NH:47][C:48](=[O:49])[O:50][C:51]([CH3:53])([CH3:52])[CH3:54])=[C:42]([C:44](=[O:45])[NH:23][C:22]2[CH:21]=[N:20][N:19]([CH3:26])[C:18]=2[C:2]23[O:17][CH:5]([CH2:4][CH2:3]2)[CH:6]([NH:9][C:10]([O:11][C:12]([CH3:15])([CH3:14])[CH3:13])=[O:16])[CH2:7][CH2:8]3)[N:43]=1. (3) Given the reactants [Cl:1][C:2]1[CH:10]=[C:9]2[C:5]([C:6]([C:18]3[N:19]=[C:20]4[C:26]([C:27]([NH:29][CH:30]([CH3:32])[CH3:31])=[O:28])=[CH:25][N:24](COCC[Si](C)(C)C)[C:21]4=[N:22][CH:23]=3)=[N:7][N:8]2[CH2:11][C:12]2[CH:16]=[C:15]([CH3:17])[O:14][N:13]=2)=[CH:4][CH:3]=1.FC(F)(F)C(O)=O.ClCCl.CO, predict the reaction product. The product is: [Cl:1][C:2]1[CH:10]=[C:9]2[C:5]([C:6]([C:18]3[N:19]=[C:20]4[C:26]([C:27]([NH:29][CH:30]([CH3:32])[CH3:31])=[O:28])=[CH:25][NH:24][C:21]4=[N:22][CH:23]=3)=[N:7][N:8]2[CH2:11][C:12]2[CH:16]=[C:15]([CH3:17])[O:14][N:13]=2)=[CH:4][CH:3]=1. (4) Given the reactants [Cl:1][C:2]1[CH:3]=[CH:4][CH:5]=[C:6]2[C:11]=1[N:10]([CH2:12][C:13]1[CH:14]=[CH:15][C:16]([C:19]3[CH:20]=[N:21][C:22]([CH3:25])=[CH:23][CH:24]=3)=[N:17][CH:18]=1)[N:9]=[C:8]([C:26](OCC)=[O:27])[C:7]2=S.[NH:32]([CH:34]1[CH2:39][CH2:38][CH2:37][CH2:36][CH:35]1[OH:40])[NH2:33].C(=O)([O-])[O-].[K+].[K+], predict the reaction product. The product is: [Cl:1][C:2]1[C:11]2[N:10]([CH2:12][C:13]3[CH:14]=[CH:15][C:16]([C:19]4[CH:20]=[N:21][C:22]([CH3:25])=[CH:23][CH:24]=4)=[N:17][CH:18]=3)[N:9]=[C:8]3[C:26](=[O:27])[N:32]([C@@H:34]4[CH2:39][CH2:38][CH2:37][CH2:36][C@H:35]4[OH:40])[N:33]=[C:7]3[C:6]=2[CH:5]=[CH:4][CH:3]=1. (5) Given the reactants [NH2:1][C:2]1[CH:7]=[CH:6][C:5]([NH:8][C:9]2[C:10]3[N:11]([CH:16]=[CH:17][N:18]=3)[N:12]=[C:13]([NH2:15])[CH:14]=2)=[CH:4][CH:3]=1.[C:27](O[C:27]([O:29][C:30]([CH3:33])([CH3:32])[CH3:31])=[O:28])([O:29][C:30]([CH3:33])([CH3:32])[CH3:31])=[O:28], predict the reaction product. The product is: [NH2:1][C:2]1[CH:3]=[CH:4][C:5]([NH:8][C:9]2[C:10]3[N:11]([CH:16]=[CH:17][N:18]=3)[N:12]=[C:13]([NH:15][C@H:5]3[CH2:6][CH2:7][C@H:2]([NH:1][C:27](=[O:28])[O:29][C:30]([CH3:31])([CH3:32])[CH3:33])[CH2:3][CH2:4]3)[CH:14]=2)=[CH:6][CH:7]=1. (6) Given the reactants [NH2:1][C:2]1[CH:6]=[C:5]([Br:7])[S:4][C:3]=1[C:8]([NH2:10])=[O:9].C(N(CC)CC)C.O1CCCC1.[S:23]1[CH:27]=[CH:26][N:25]=[C:24]1[C:28](Cl)=[O:29], predict the reaction product. The product is: [Br:7][C:5]1[S:4][C:3]([C:8](=[O:9])[NH2:10])=[C:2]([NH:1][C:28]([C:24]2[S:23][CH:27]=[CH:26][N:25]=2)=[O:29])[CH:6]=1. (7) Given the reactants [Cl:1][C:2]1[C:10]2[C:5](=[N:6][CH:7]=[CH:8][C:9]=2I)[N:4]([C:12]2[CH:17]=[CH:16][C:15]([F:18])=[CH:14][CH:13]=2)[N:3]=1.C([O-])(=O)C.[K+].C[C:25]1(C)C(C)(C)[O:28][B:27]([B:27]2[O:28]C(C)(C)[C:25](C)(C)[O:26]2)[O:26]1.C(Cl)Cl, predict the reaction product. The product is: [Cl:1][C:2]1[C:10]2[C:5](=[N:6][CH:7]=[CH:8][C:9]=2[B:27]([OH:28])[O:26][CH3:25])[N:4]([C:12]2[CH:17]=[CH:16][C:15]([F:18])=[CH:14][CH:13]=2)[N:3]=1. (8) Given the reactants [CH2:1]([N:3]1[C:7]2=[N:8][C:9]([CH2:33][CH3:34])=[C:10]([CH2:19][NH:20][C:21](=[O:32])C3C=CC=C(CC(=O)C)C=3)[C:11]([NH:12][CH:13]3[CH2:18][CH2:17][O:16][CH2:15][CH2:14]3)=[C:6]2[CH:5]=[N:4]1)[CH3:2].[CH2:35]([O:42][C:43]1[CH:44]=[CH:45][C:46]([C@@H:54]([O:70][Si:71]([C:74]([CH3:77])([CH3:76])[CH3:75])([CH3:73])[CH3:72])[CH2:55][NH:56][C:57]([CH3:69])([CH3:68])[CH2:58][C:59]2[CH:60]=[C:61]([CH:65]=[CH:66][CH:67]=2)C(O)=O)=[C:47]2[C:52]=1[NH:51][C:50](=[O:53])[CH:49]=[CH:48]2)[C:36]1[CH:41]=[CH:40][CH:39]=[CH:38][CH:37]=1, predict the reaction product. The product is: [CH2:35]([O:42][C:43]1[CH:44]=[CH:45][C:46]([C@@H:54]([O:70][Si:71]([C:74]([CH3:76])([CH3:77])[CH3:75])([CH3:72])[CH3:73])[CH2:55][NH:56][C:57]([CH3:69])([CH3:68])[CH2:58][C:59]2[CH:60]=[C:61]([CH:65]=[CH:66][CH:67]=2)[C:21]([NH:20][CH2:19][C:10]2[C:11]([NH:12][CH:13]3[CH2:18][CH2:17][O:16][CH2:15][CH2:14]3)=[C:6]3[CH:5]=[N:4][N:3]([CH2:1][CH3:2])[C:7]3=[N:8][C:9]=2[CH2:33][CH3:34])=[O:32])=[C:47]2[C:52]=1[NH:51][C:50](=[O:53])[CH:49]=[CH:48]2)[C:36]1[CH:37]=[CH:38][CH:39]=[CH:40][CH:41]=1.